This data is from Catalyst prediction with 721,799 reactions and 888 catalyst types from USPTO. The task is: Predict which catalyst facilitates the given reaction. (1) Reactant: [C:1]([C:3]1[CH:4]=[N:5][C:6]2[C:11]([C:12]=1[C:13]1[CH:18]=[CH:17][CH:16]=[CH:15][C:14]=1[O:19][CH3:20])=[CH:10][CH:9]=[C:8]([S:21]([N:24](CC1C=CC(OC)=CC=1)[C:25]1[S:26][CH:27]=[CH:28][N:29]=1)(=[O:23])=[O:22])[CH:7]=2)#[N:2].C(Cl)Cl.C(O)(C(F)(F)F)=O. Product: [C:1]([C:3]1[CH:4]=[N:5][C:6]2[C:11]([C:12]=1[C:13]1[CH:18]=[CH:17][CH:16]=[CH:15][C:14]=1[O:19][CH3:20])=[CH:10][CH:9]=[C:8]([S:21]([NH:24][C:25]1[S:26][CH:27]=[CH:28][N:29]=1)(=[O:23])=[O:22])[CH:7]=2)#[N:2]. The catalyst class is: 5. (2) Reactant: Br[C:2]1[CH:3]=[C:4]2[C:8](=[CH:9][CH:10]=1)[N:7]([CH3:11])[N:6]=[CH:5]2.[NH:12]1[CH2:17][CH2:16][CH2:15][NH:14][C:13]1=[O:18].C1(P(C2C=CC=CC=2)C2C3OC4C(=CC=CC=4P(C4C=CC=CC=4)C4C=CC=CC=4)C(C)(C)C=3C=CC=2)C=CC=CC=1.C(=O)([O-])[O-].[Cs+].[Cs+]. Product: [CH3:11][N:7]1[C:8]2[C:4](=[CH:3][C:2]([N:12]3[CH2:17][CH2:16][CH2:15][NH:14][C:13]3=[O:18])=[CH:10][CH:9]=2)[CH:5]=[N:6]1. The catalyst class is: 62. (3) Reactant: [Cl:1][C:2]1[CH:7]=[CH:6][C:5]([C:8]2[CH:13]=[CH:12][C:11]([OH:14])=[CH:10][CH:9]=2)=[CH:4][C:3]=1[C:15]([NH:17][CH2:18][C:19]12[CH2:28][CH:23]3[CH2:24][CH:25]([CH2:27][CH:21]([CH2:22]3)[CH2:20]1)[CH2:26]2)=[O:16].Cl[CH2:30][C:31]([O:33][CH2:34][CH3:35])=[O:32].C(=O)([O-])[O-].[K+].[K+]. Product: [Cl:1][C:2]1[CH:7]=[CH:6][C:5]([C:8]2[CH:13]=[CH:12][C:11]([O:14][CH2:30][C:31]([O:33][CH2:34][CH3:35])=[O:32])=[CH:10][CH:9]=2)=[CH:4][C:3]=1[C:15]([NH:17][CH2:18][C:19]12[CH2:28][CH:23]3[CH2:24][CH:25]([CH2:27][CH:21]([CH2:22]3)[CH2:20]1)[CH2:26]2)=[O:16]. The catalyst class is: 21. (4) Reactant: [F:1][C:2]([F:16])([F:15])[C:3]1[CH:14]=[C:6]2[C:7]([CH:12]=[O:13])=[CH:8][CH:9]=[C:10](I)[N:5]2[N:4]=1.[CH3:17][O-:18].[Na+]. Product: [F:1][C:2]([F:16])([F:15])[C:3]1[CH:14]=[C:6]2[C:7]([CH:12]=[O:13])=[CH:8][CH:9]=[C:10]([O:18][CH3:17])[N:5]2[N:4]=1. The catalyst class is: 5. (5) Reactant: [CH3:1][NH:2][CH3:3].Br[CH2:5][C:6]([C:8]1[CH:13]=[CH:12][C:11]([Br:14])=[CH:10][CH:9]=1)=[O:7]. Product: [Br:14][C:11]1[CH:12]=[CH:13][C:8]([C:6](=[O:7])[CH2:5][N:2]([CH3:3])[CH3:1])=[CH:9][CH:10]=1. The catalyst class is: 111. (6) Reactant: [N+:1]([C:4]1[C:5]([NH:13][C@H:14]2[CH2:19][CH2:18][C@H:17]([CH2:20][C:21]#[N:22])[CH2:16][CH2:15]2)=[C:6]2[S:12][CH:11]=[CH:10][C:7]2=[N:8][CH:9]=1)([O-])=O. Product: [NH2:1][C:4]1[C:5]([NH:13][C@H:14]2[CH2:15][CH2:16][C@H:17]([CH2:20][C:21]#[N:22])[CH2:18][CH2:19]2)=[C:6]2[S:12][CH:11]=[CH:10][C:7]2=[N:8][CH:9]=1. The catalyst class is: 43.